Dataset: Forward reaction prediction with 1.9M reactions from USPTO patents (1976-2016). Task: Predict the product of the given reaction. (1) The product is: [F:1][C:2]1[CH:7]=[C:6]([CH:8]([CH3:12])[C:9]([NH:43][CH2:42][CH:41]([CH3:44])[CH3:40])=[O:11])[CH:5]=[CH:4][C:3]=1[C:13]1[CH:18]=[CH:17][CH:16]=[CH:15][CH:14]=1. Given the reactants [F:1][C:2]1[CH:7]=[C:6]([CH:8]([CH3:12])[C:9]([OH:11])=O)[CH:5]=[CH:4][C:3]=1[C:13]1[CH:18]=[CH:17][CH:16]=[CH:15][CH:14]=1.C1C=CC2N(O)N=NC=2C=1.C(N(CC)CC)C.C(Cl)CCl.[CH3:40][CH:41]([CH3:44])[CH2:42][NH2:43], predict the reaction product. (2) Given the reactants [Cl:1][C:2]1[CH:3]=[C:4]([NH:9][C:10]2[N:15]=[C:14]([NH:16][CH2:17][CH2:18][CH2:19][O:20][CH3:21])[C:13]([C:22]3[S:23][C:24]([C:33]([O:35]CC)=[O:34])=[C:25]([C:27]4[CH:32]=[CH:31][CH:30]=[CH:29][N:28]=4)[N:26]=3)=[CH:12][N:11]=2)[CH:5]=[CH:6][C:7]=1[F:8].O.[OH-].[Li+], predict the reaction product. The product is: [Cl:1][C:2]1[CH:3]=[C:4]([NH:9][C:10]2[N:15]=[C:14]([NH:16][CH2:17][CH2:18][CH2:19][O:20][CH3:21])[C:13]([C:22]3[S:23][C:24]([C:33]([OH:35])=[O:34])=[C:25]([C:27]4[CH:32]=[CH:31][CH:30]=[CH:29][N:28]=4)[N:26]=3)=[CH:12][N:11]=2)[CH:5]=[CH:6][C:7]=1[F:8]. (3) Given the reactants [N:1]1([NH:7][C:8](=[O:17])[C:9]2[CH:14]=[CH:13][C:12]([OH:15])=[C:11](Br)[CH:10]=2)[CH2:6][CH2:5][O:4][CH2:3][CH2:2]1.C[C:19]([N:21](C)C)=O, predict the reaction product. The product is: [N:1]1([NH:7][C:8](=[O:17])[C:9]2[CH:14]=[CH:13][C:12]([OH:15])=[C:11]([C:19]#[N:21])[CH:10]=2)[CH2:6][CH2:5][O:4][CH2:3][CH2:2]1.